This data is from Forward reaction prediction with 1.9M reactions from USPTO patents (1976-2016). The task is: Predict the product of the given reaction. (1) Given the reactants [CH3:1][N:2]1[CH:6]=[N:5][CH:4]=[N:3]1.C([Li])CCC.CCCCCC.Br[C:19]1[S:20][C:21]([C:28]2[N:32]3[N:33]=[C:34]([CH3:42])[CH:35]=[C:36]([CH:37]([CH2:40][CH3:41])[CH2:38][CH3:39])[C:31]3=[N:30][C:29]=2[CH3:43])=[C:22]([C:24]([F:27])([F:26])[F:25])[N:23]=1.[NH4+].[Cl-], predict the reaction product. The product is: [CH2:38]([CH:37]([C:36]1[C:31]2[N:32]([C:28]([C:21]3[S:20][C:19]([C:6]4[N:2]([CH3:1])[N:3]=[CH:4][N:5]=4)=[N:23][C:22]=3[C:24]([F:25])([F:26])[F:27])=[C:29]([CH3:43])[N:30]=2)[N:33]=[C:34]([CH3:42])[CH:35]=1)[CH2:40][CH3:41])[CH3:39]. (2) Given the reactants [Cl:1][C:2]1[C:11]2[C:6](=[CH:7][C:8]([OH:14])=[C:9]([O:12][CH3:13])[CH:10]=2)[N:5]=[CH:4][N:3]=1.[CH3:15][N:16]1[CH2:21][CH2:20][N:19]([CH2:22][CH2:23][CH2:24]O)[CH2:18][CH2:17]1, predict the reaction product. The product is: [Cl:1][C:2]1[C:11]2[C:6](=[CH:7][C:8]([O:14][CH2:24][CH2:23][CH2:22][N:19]3[CH2:20][CH2:21][N:16]([CH3:15])[CH2:17][CH2:18]3)=[C:9]([O:12][CH3:13])[CH:10]=2)[N:5]=[CH:4][N:3]=1.